From a dataset of Reaction yield outcomes from USPTO patents with 853,638 reactions. Predict the reaction yield, written as a fraction of the theoretical maximum amount of product (1.0 means a 100% yield; for example, 0.34 means a 34% yield). (1) The reactants are [Br:1][C:2]1[CH:7]=[C:6]([Cl:8])[CH:5]=[C:4]([F:9])[C:3]=1[C:10]1[N:11]=[N:12][NH:13][N:14]=1.[C:15]([O-])([O-])=O.[K+].[K+].IC. The catalyst is CN(C=O)C. The product is [Br:1][C:2]1[CH:7]=[C:6]([Cl:8])[CH:5]=[C:4]([F:9])[C:3]=1[C:10]1[N:14]([CH3:15])[N:13]=[N:12][N:11]=1. The yield is 0.350. (2) The reactants are C[O:2][C:3](=[O:21])[CH:4]=[CH:5][C:6]1[CH:11]=[CH:10][C:9]([NH:12][C:13](=[O:20])[C:14]2[CH:19]=[CH:18][CH:17]=[CH:16][CH:15]=2)=[CH:8][CH:7]=1.[Li+].[OH-]. The catalyst is O.CO. The product is [C:13]([NH:12][C:9]1[CH:10]=[CH:11][C:6]([CH:5]=[CH:4][C:3]([OH:21])=[O:2])=[CH:7][CH:8]=1)(=[O:20])[C:14]1[CH:19]=[CH:18][CH:17]=[CH:16][CH:15]=1. The yield is 0.920. (3) The reactants are [CH3:1][O:2][C:3]1[CH:8]=[CH:7][C:6]([C:9]2[CH:10]=[CH:11][C:12](=[O:15])[NH:13][CH:14]=2)=[CH:5][CH:4]=1.[Cl:16][CH2:17][C:18]1[CH:19]=[CH:20][C:21]([C:24]([F:27])([F:26])[F:25])=[N:22][CH:23]=1. No catalyst specified. The product is [ClH:16].[CH3:1][O:2][C:3]1[CH:8]=[CH:7][C:6]([C:9]2[CH:10]=[CH:11][C:12](=[O:15])[N:13]([CH2:17][C:18]3[CH:23]=[N:22][C:21]([C:24]([F:27])([F:25])[F:26])=[CH:20][CH:19]=3)[CH:14]=2)=[CH:5][CH:4]=1. The yield is 0.170. (4) The reactants are CC1N=C(N2CCN(C3C=CC=CC=3)C2=O)SC=1C(OCC)=O.[CH3:24][C:25]1[N:26]=[C:27]([N:35]2[CH2:39][CH2:38][N:37]([CH2:40][C:41]3[CH:46]=[CH:45][C:44]([C:47]([F:50])([F:49])[F:48])=[CH:43][CH:42]=3)[C:36]2=[O:51])[S:28][C:29]=1[C:30]([O:32]CC)=[O:31]. No catalyst specified. The product is [CH3:24][C:25]1[N:26]=[C:27]([N:35]2[CH2:39][CH2:38][N:37]([CH2:40][C:41]3[CH:46]=[CH:45][C:44]([C:47]([F:50])([F:49])[F:48])=[CH:43][CH:42]=3)[C:36]2=[O:51])[S:28][C:29]=1[C:30]([OH:32])=[O:31]. The yield is 0.850. (5) The reactants are C([N:8]1[CH2:17][CH:16]([C:18]2[CH:23]=[CH:22][C:21]([O:24][CH3:25])=[CH:20][CH:19]=2)[C:15]2[C:10](=[CH:11][C:12]([O:26][CH3:27])=[CH:13][CH:14]=2)[CH2:9]1)C1C=CC=CC=1.CO.CCOC(C)=O. The catalyst is CCO.[Pd]. The product is [CH3:27][O:26][C:12]1[CH:11]=[C:10]2[C:15]([CH:16]([C:18]3[CH:23]=[CH:22][C:21]([O:24][CH3:25])=[CH:20][CH:19]=3)[CH2:17][NH:8][CH2:9]2)=[CH:14][CH:13]=1. The yield is 0.760. (6) The reactants are [N:1]1([C:7]2[CH:16]=[CH:15][CH:14]=[C:13]3[C:8]=2[CH:9]=[CH:10][C:11]([C:17]([F:20])([F:19])[F:18])=[N:12]3)[CH2:6][CH2:5][NH:4][CH2:3][CH2:2]1.O=[CH:22][CH2:23][C:24]1[C:33]2[O:32][CH2:31][C:30]3=[C:34]([C:37]([O:39][CH2:40][CH3:41])=[O:38])[N:35]=[CH:36][N:29]3[C:28]=2[CH:27]=[CH:26][CH:25]=1.C(O[BH-](OC(=O)C)OC(=O)C)(=O)C.[Na+].O. The catalyst is ClC(Cl)C. The product is [CH2:40]([O:39][C:37]([C:34]1[N:35]=[CH:36][N:29]2[C:28]3[CH:27]=[CH:26][CH:25]=[C:24]([CH2:23][CH2:22][N:4]4[CH2:5][CH2:6][N:1]([C:7]5[CH:16]=[CH:15][CH:14]=[C:13]6[C:8]=5[CH:9]=[CH:10][C:11]([C:17]([F:20])([F:18])[F:19])=[N:12]6)[CH2:2][CH2:3]4)[C:33]=3[O:32][CH2:31][C:30]=12)=[O:38])[CH3:41]. The yield is 0.540.